Dataset: Forward reaction prediction with 1.9M reactions from USPTO patents (1976-2016). Task: Predict the product of the given reaction. (1) Given the reactants [C:1]1([P:7]([C:14]2[CH:19]=[CH:18][CH:17]=[CH:16][CH:15]=2)[C:8]2[CH:13]=[CH:12][CH:11]=[CH:10][CH:9]=2)[CH:6]=[CH:5][CH:4]=[CH:3][CH:2]=1.[F:20][C:21]1[CH:22]=[CH:23][C:24]([O:29][CH2:30][C:31]#[C:32][C:33]2[CH:38]=[CH:37][C:36]([C:39]([F:42])([F:41])[F:40])=[CH:35][CH:34]=2)=[C:25]([CH:28]=1)[CH2:26][Br:27], predict the reaction product. The product is: [Br-:27].[F:20][C:21]1[CH:22]=[CH:23][C:24]([O:29][CH2:30][C:31]#[C:32][C:33]2[CH:34]=[CH:35][C:36]([C:39]([F:40])([F:41])[F:42])=[CH:37][CH:38]=2)=[C:25]([CH:28]=1)[CH2:26][P+:7]([C:1]1[CH:2]=[CH:3][CH:4]=[CH:5][CH:6]=1)([C:8]1[CH:13]=[CH:12][CH:11]=[CH:10][CH:9]=1)[C:14]1[CH:15]=[CH:16][CH:17]=[CH:18][CH:19]=1. (2) Given the reactants [CH3:1][N:2]([CH3:30])[C:3]1[CH:4]=[C:5]([NH:14][C:15](=[O:29])[C@H:16]([NH:21]C(=O)OC(C)(C)C)[CH2:17][CH:18]([CH3:20])[CH3:19])[CH:6]=[CH:7][C:8]=1[C:9]1[O:13][CH:12]=[N:11][CH:10]=1.C(O)(C(F)(F)F)=O, predict the reaction product. The product is: [NH2:21][C@H:16]([CH2:17][CH:18]([CH3:20])[CH3:19])[C:15]([NH:14][C:5]1[CH:6]=[CH:7][C:8]([C:9]2[O:13][CH:12]=[N:11][CH:10]=2)=[C:3]([N:2]([CH3:30])[CH3:1])[CH:4]=1)=[O:29]. (3) The product is: [CH3:11][C:9]([O:12][C:13]([NH:15][C@H:16]([C:21]([NH:7][CH2:6][CH2:5][CH2:4][NH:3][CH2:1][CH3:2])=[O:23])[CH2:17][CH:18]([CH3:19])[CH3:20])=[O:14])([CH3:8])[CH3:10]. Given the reactants [CH2:1]([NH:3][CH2:4][CH2:5][CH2:6][NH2:7])[CH3:2].[CH3:8][C:9]([O:12][C:13]([NH:15][C@H:16]([C:21]([O:23]C1C=CC([N+]([O-])=O)=CC=1)=O)[CH2:17][CH:18]([CH3:20])[CH3:19])=[O:14])([CH3:11])[CH3:10], predict the reaction product.